This data is from Forward reaction prediction with 1.9M reactions from USPTO patents (1976-2016). The task is: Predict the product of the given reaction. (1) Given the reactants [CH2:1]([O:8][CH2:9][C:10]([NH:12][NH:13][C:14](=O)[CH2:15][C@@H:16]1[CH:22]=[C:21]([C:23]2[CH:28]=[CH:27][C:26]([Cl:29])=[CH:25][CH:24]=2)[C:20]2[CH:30]=[CH:31][CH:32]=[CH:33][C:19]=2[N:18]2[C:34]([CH3:37])=[N:35][N:36]=[C:17]12)=[O:11])[C:2]1[CH:7]=[CH:6][CH:5]=[CH:4][CH:3]=1.P(Cl)(Cl)(Cl)=O, predict the reaction product. The product is: [CH2:1]([O:8][CH2:9][C:10]1[O:11][C:14]([CH2:15][C@@H:16]2[CH:22]=[C:21]([C:23]3[CH:24]=[CH:25][C:26]([Cl:29])=[CH:27][CH:28]=3)[C:20]3[CH:30]=[CH:31][CH:32]=[CH:33][C:19]=3[N:18]3[C:34]([CH3:37])=[N:35][N:36]=[C:17]23)=[N:13][N:12]=1)[C:2]1[CH:3]=[CH:4][CH:5]=[CH:6][CH:7]=1. (2) Given the reactants [C:1]([CH2:3][N:4]1[CH2:9][CH2:8][N:7]([C:10]([O:12][C:13]([CH3:16])([CH3:15])[CH3:14])=[O:11])[CH2:6][CH2:5]1)#[N:2].Cl.C(N(CC)CC)C.[N-:25]=[N+:26]=[N-:27].[Na+], predict the reaction product. The product is: [NH:25]1[C:1]([CH2:3][N:4]2[CH2:9][CH2:8][N:7]([C:10]([O:12][C:13]([CH3:16])([CH3:15])[CH3:14])=[O:11])[CH2:6][CH2:5]2)=[N:2][N:27]=[N:26]1.